From a dataset of Catalyst prediction with 721,799 reactions and 888 catalyst types from USPTO. Predict which catalyst facilitates the given reaction. (1) Reactant: CCCCCCCCCC[CH2:41][CH2:40][CH2:39][CH2:38][CH2:37][CH2:36][CH2:35][C:33]([O:32]CC([O:32][C:33]([CH2:35][CH2:36][CH2:37][CH2:38][CH2:39][CH2:40][CH2:41]CCCCCCCCCC)=[O:34])COP(OCCN)(O)=O)=[O:34].C(N(CC)CC)C.C(Cl)(Cl)Cl.[CH3:63][OH:64].[OH2:65]. Product: [CH:39]1[CH:38]=[C:37]2[C:63]([C:33]([OH:32])([OH:34])[C:35](=[O:65])[C:36]2=[CH:41][CH:40]=1)=[O:64]. The catalyst class is: 22. (2) Reactant: [C:1]1(S(OCC#C)(=O)=O)[CH:6]=CC=C[CH:2]=1.[NH2:14][CH:15]1[C:23]2[C:18](=[CH:19][CH:20]=[CH:21][CH:22]=2)[CH2:17][CH2:16]1.[OH-].[Na+]. Product: [CH:2]#[C:1][CH2:6][NH:14][C@H:15]1[C:23]2[CH:22]=[CH:21][CH:20]=[CH:19][C:18]=2[CH2:17][CH2:16]1. The catalyst class is: 11. (3) Reactant: [CH2:1]([S:3][CH2:4][CH2:5][C:6](=O)[CH3:7])[CH3:2].[OH2:9].O.O.C([O-])(=O)C.[Na+].Cl.[NH2:18]O. Product: [CH2:1]([S:3][CH2:4][CH2:5][C:6](=[N:18][OH:9])[CH3:7])[CH3:2]. The catalyst class is: 8.